Dataset: Reaction yield outcomes from USPTO patents with 853,638 reactions. Task: Predict the reaction yield, written as a fraction of the theoretical maximum amount of product (1.0 means a 100% yield; for example, 0.34 means a 34% yield). (1) The reactants are [C:1]([O:5][C:6](=[O:13])[NH:7][C:8]1[S:9][CH:10]=[CH:11][N:12]=1)([CH3:4])([CH3:3])[CH3:2].[CH3:14][CH:15](O)[C:16]#[CH:17].C1(P(C2C=CC=CC=2)C2C=CC=CC=2)C=CC=CC=1.CCOC(/N=N/C(OCC)=O)=O. The catalyst is C1COCC1. The product is [C:1]([O:5][C:6](=[O:13])[N:7]([CH:16]([CH3:17])[C:15]#[CH:14])[C:8]1[S:9][CH:10]=[CH:11][N:12]=1)([CH3:4])([CH3:2])[CH3:3]. The yield is 0.700. (2) The reactants are Cl.[CH3:2][N:3]([CH3:8])[CH2:4][C:5](O)=O.[CH:9]1[C:18]2[C:13](=[CH:14][CH:15]=[CH:16][CH:17]=2)[CH:12]=[CH:11][C:10]=1[OH:19].C([O-])([O-])=O.[Cs+].[Cs+]. The catalyst is O1CCOCC1.C(OCC)(=O)C.[Cu]I. The product is [CH3:2][N:3]1[C:8]2[C:11](=[C:10]([O:19][C:10]3[CH:11]=[CH:12][C:13]4[C:18](=[CH:17][CH:16]=[CH:15][CH:14]=4)[CH:9]=3)[CH:9]=[CH:18][CH:17]=2)[CH:5]=[CH:4]1. The yield is 0.830. (3) The reactants are [Cl:1][C:2]1[CH:3]=[C:4]2[C:9](=[CH:10][CH:11]=1)[N:8]=[CH:7][CH:6]=[C:5]2[CH2:12][N:13]1[C:21]([C:22]2[N:26]([CH3:27])[CH:25]=[N:24][CH:23]=2)=[C:20]2[C:15]([N:16]([CH2:31][CH:32]3[CH2:34][CH2:33]3)[C:17](=[O:30])[N:18]([CH3:29])[C:19]2=O)=[N:14]1.P12(SP3(SP(SP(S3)(S1)=S)(=S)S2)=S)=[S:36]. The catalyst is N1C=CC=CC=1.C(OC(=O)C)C.O. The product is [Cl:1][C:2]1[CH:3]=[C:4]2[C:9](=[CH:10][CH:11]=1)[N:8]=[CH:7][CH:6]=[C:5]2[CH2:12][N:13]1[C:21]([C:22]2[N:26]([CH3:27])[CH:25]=[N:24][CH:23]=2)=[C:20]2[C:15]([N:16]([CH2:31][CH:32]3[CH2:34][CH2:33]3)[C:17](=[O:30])[N:18]([CH3:29])[C:19]2=[S:36])=[N:14]1. The yield is 0.400. (4) The reactants are C(OC([N:8]1[CH:13]([C:14]2[NH:15][C:16]([C:19]3[CH:28]=[CH:27][C:26]4[C:21](=[CH:22][CH:23]=[C:24]([C:29]5[CH:34]=[CH:33][C:32]([C:35]6[NH:36][C:37]([CH:40]7[CH2:46][C:43]8([CH2:45][CH2:44]8)[CH2:42][N:41]7[C:47](=[O:57])[CH:48]([NH:52][C:53]([O:55][CH3:56])=[O:54])[CH:49]([CH3:51])[CH3:50])=[N:38][CH:39]=6)=[CH:31][CH:30]=5)[CH:25]=4)[CH:20]=3)=[CH:17][N:18]=2)[CH:12]2[CH2:58][CH:9]1[CH2:10][CH2:11]2)=O)(C)(C)C.Cl.[CH:60]1([CH:63]([NH:67][C:68]([O:70][CH3:71])=[O:69])[C:64]([OH:66])=O)[CH2:62][CH2:61]1.CN(C(ON1N=NC2C=CC=NC1=2)=[N+](C)C)C.F[P-](F)(F)(F)(F)F.CN1CCOCC1. The catalyst is CO.C(Cl)Cl. The product is [CH3:56][O:55][C:53](=[O:54])[NH:52][CH:48]([C:47]([N:41]1[CH:40]([C:37]2[NH:36][C:35]([C:32]3[CH:33]=[CH:34][C:29]([C:24]4[CH:23]=[CH:22][C:21]5[C:26](=[CH:27][CH:28]=[C:19]([C:16]6[NH:15][C:14]([CH:13]7[CH:12]8[CH2:58][CH:9]([CH2:10][CH2:11]8)[N:8]7[C:64](=[O:66])[CH:63]([CH:60]7[CH2:61][CH2:62]7)[NH:67][C:68]([O:70][CH3:71])=[O:69])=[N:18][CH:17]=6)[CH:20]=5)[CH:25]=4)=[CH:30][CH:31]=3)=[CH:39][N:38]=2)[CH2:46][C:43]2([CH2:45][CH2:44]2)[CH2:42]1)=[O:57])[CH:49]([CH3:51])[CH3:50]. The yield is 0.490. (5) The reactants are [Cl:1][C:2]1[S:6][C:5]([S:7]([NH:10][CH:11]([C:17]2[N:21]([C:22]3[CH:27]=[CH:26][C:25]([O:28]C)=[CH:24][CH:23]=3)[N:20]=[CH:19][CH:18]=2)[CH:12]([CH2:15][CH3:16])[CH2:13][CH3:14])(=[O:9])=[O:8])=[CH:4][CH:3]=1.B(Br)(Br)Br.O. The catalyst is C(Cl)Cl. The product is [Cl:1][C:2]1[S:6][C:5]([S:7]([NH:10][CH:11]([C:17]2[N:21]([C:22]3[CH:23]=[CH:24][C:25]([OH:28])=[CH:26][CH:27]=3)[N:20]=[CH:19][CH:18]=2)[CH:12]([CH2:15][CH3:16])[CH2:13][CH3:14])(=[O:8])=[O:9])=[CH:4][CH:3]=1. The yield is 0.340. (6) The reactants are [F:1][C:2]1[CH:23]=[CH:22][C:5]([CH2:6][C:7]2([CH:20]=O)[CH2:12][CH2:11][N:10]([C:13]([O:15][C:16]([CH3:19])([CH3:18])[CH3:17])=[O:14])[CH2:9][CH2:8]2)=[CH:4][CH:3]=1.[C:24]1([C@@H:30]2[CH2:32][C@H:31]2[NH2:33])[CH:29]=[CH:28][CH:27]=[CH:26][CH:25]=1.C(O)(=O)C.C(O[BH-](OC(=O)C)OC(=O)C)(=O)C.[Na+]. The catalyst is ClCCCl.C(Cl)Cl. The product is [F:1][C:2]1[CH:23]=[CH:22][C:5]([CH2:6][C:7]2([CH2:20][NH:33][C@@H:31]3[CH2:32][C@H:30]3[C:24]3[CH:29]=[CH:28][CH:27]=[CH:26][CH:25]=3)[CH2:12][CH2:11][N:10]([C:13]([O:15][C:16]([CH3:19])([CH3:18])[CH3:17])=[O:14])[CH2:9][CH2:8]2)=[CH:4][CH:3]=1. The yield is 0.870. (7) The reactants are [CH3:1][C:2]1[CH:3]=[C:4]([CH:12]=[CH:13][CH:14]=1)[C:5]([NH:7][CH2:8]C(O)=O)=[O:6].[C:15]([O-:18])(=[O:17])[CH3:16].[C:15]([O-:18])(=[O:17])[CH3:16].[C:15]([O-:18])(=[O:17])[CH3:16].[C:15]([O-:18])(=[O:17])[CH3:16].[Pb+4]. The catalyst is C1(C)C=CC=CC=1. The product is [C:15]([O:18][CH2:8][NH:7][C:5](=[O:6])[C:4]1[CH:12]=[CH:13][CH:14]=[C:2]([CH3:1])[CH:3]=1)(=[O:17])[CH3:16]. The yield is 0.740. (8) The reactants are [C:1]1([CH:7]2[CH2:12][CH2:11][CH2:10][CH2:9][NH:8]2)[CH:6]=[CH:5][CH:4]=[CH:3][CH:2]=1.[Cl:13][C:14]1[N:19]=[C:18](Cl)[CH:17]=[CH:16][N:15]=1.C(=O)(O)[O-].[Na+]. The catalyst is CCO. The product is [Cl:13][C:14]1[N:19]=[C:18]([N:8]2[CH2:9][CH2:10][CH2:11][CH2:12][CH:7]2[C:1]2[CH:6]=[CH:5][CH:4]=[CH:3][CH:2]=2)[CH:17]=[CH:16][N:15]=1. The yield is 0.660.